Task: Predict the product of the given reaction.. Dataset: Forward reaction prediction with 1.9M reactions from USPTO patents (1976-2016) (1) The product is: [CH3:56][O:55][N:54]([CH3:53])[C:48](=[O:50])[CH2:47][C@H:16]1[CH2:15][C@H:14]([C:11]2[CH:12]=[CH:13][C:8]([CH2:7][O:6][CH2:5][C@H:4]([O:3][CH2:1][CH3:2])[CH3:51])=[CH:9][CH:10]=2)[C@@H:19]([O:20][CH2:21][C:22]2[CH:23]=[CH:24][C:25]3[O:30][CH2:29][CH2:28][N:27]([CH2:31][CH2:32][CH2:33][O:34][CH3:35])[C:26]=3[CH:36]=2)[CH2:18][N:17]1[S:37]([C:40]1[CH:45]=[CH:44][C:43]([CH3:46])=[CH:42][CH:41]=1)(=[O:38])=[O:39]. Given the reactants [CH2:1]([O:3][C@H:4]([CH3:51])[CH2:5][O:6][CH2:7][C:8]1[CH:13]=[CH:12][C:11]([C@@H:14]2[C@@H:19]([O:20][CH2:21][C:22]3[CH:23]=[CH:24][C:25]4[O:30][CH2:29][CH2:28][N:27]([CH2:31][CH2:32][CH2:33][O:34][CH3:35])[C:26]=4[CH:36]=3)[CH2:18][N:17]([S:37]([C:40]3[CH:45]=[CH:44][C:43]([CH3:46])=[CH:42][CH:41]=3)(=[O:39])=[O:38])[C@@H:16]([CH2:47][C:48]([OH:50])=O)[CH2:15]2)=[CH:10][CH:9]=1)[CH3:2].Cl.[CH3:53][NH:54][O:55][CH3:56], predict the reaction product. (2) Given the reactants CC1N=C(C(=NO)C(C2C=C3C(=CC=2)N=CC=N3)=O)C=CC=1.C([O-])(=O)C.[NH4+].C(=O)CC.[OH-].[Na+].[CH2:34]([C:36]1[N:37](O)[C:38]([C:51]2[CH:56]=[CH:55][CH:54]=[C:53]([CH3:57])[N:52]=2)=[C:39]([C:41]2[CH:42]=[C:43]3[C:48](=[CH:49][CH:50]=2)[N:47]=[CH:46][CH:45]=[N:44]3)[N:40]=1)[CH3:35].C(OP(OCC)OCC)C, predict the reaction product. The product is: [CH2:34]([C:36]1[NH:37][C:38]([C:51]2[CH:56]=[CH:55][CH:54]=[C:53]([CH3:57])[N:52]=2)=[C:39]([C:41]2[CH:42]=[C:43]3[C:48](=[CH:49][CH:50]=2)[N:47]=[CH:46][CH:45]=[N:44]3)[N:40]=1)[CH3:35].